From a dataset of Reaction yield outcomes from USPTO patents with 853,638 reactions. Predict the reaction yield, written as a fraction of the theoretical maximum amount of product (1.0 means a 100% yield; for example, 0.34 means a 34% yield). (1) The reactants are [C:1]([O:5][C:6](=[O:35])[C@H:7]([CH2:27][C:28]([O:30][C:31]([CH3:34])([CH3:33])[CH3:32])=[O:29])[NH:8][C:9](=[O:26])[C@H:10]([CH:23]([CH3:25])[CH3:24])[N:11](C(OCC1C=CC=CC=1)=O)[CH3:12])([CH3:4])([CH3:3])[CH3:2]. The catalyst is C(O)C.[Pd]. The product is [C:1]([O:5][C:6](=[O:35])[C@H:7]([CH2:27][C:28]([O:30][C:31]([CH3:32])([CH3:34])[CH3:33])=[O:29])[NH:8][C:9](=[O:26])[C@H:10]([CH:23]([CH3:25])[CH3:24])[NH:11][CH3:12])([CH3:2])([CH3:3])[CH3:4]. The yield is 0.990. (2) The reactants are Br[C:2]1[CH:7]=[CH:6][C:5]([Br:8])=[CH:4][CH:3]=1.CC(C)([O-])C.[Na+].[C:15]1([CH3:28])[CH:20]=[CH:19][CH:18]=[CH:17][C:16]=1[C:21]1[CH:22]=[C:23]([NH2:27])[CH:24]=[CH:25][CH:26]=1.O. The catalyst is C1(C)C=CC=CC=1.C1C=CC(/C=C/C(/C=C/C2C=CC=CC=2)=O)=CC=1.C1C=CC(/C=C/C(/C=C/C2C=CC=CC=2)=O)=CC=1.C1C=CC(/C=C/C(/C=C/C2C=CC=CC=2)=O)=CC=1.[Pd].[Pd].C1(P(C2C=CC=CC=2)[C-]2C=CC=C2)C=CC=CC=1.[C-]1(P(C2C=CC=CC=2)C2C=CC=CC=2)C=CC=C1.[Fe+2].CCOCC. The product is [Br:8][C:5]1[CH:6]=[CH:7][C:2]([NH:27][C:23]2[CH:24]=[CH:25][CH:26]=[C:21]([C:16]3[CH:17]=[CH:18][CH:19]=[CH:20][C:15]=3[CH3:28])[CH:22]=2)=[CH:3][CH:4]=1. The yield is 0.640.